The task is: Predict the product of the given reaction.. This data is from Forward reaction prediction with 1.9M reactions from USPTO patents (1976-2016). (1) The product is: [Cl:21][C:18]1[CH:17]=[CH:16][C:15]([CH2:14][N:13]([C@@H:10]2[CH2:11][CH2:12][NH:8][CH2:9]2)[C:27]([NH2:26])=[O:28])=[CH:20][CH:19]=1. Given the reactants C(OC([N:8]1[CH2:12][CH2:11][C@@H:10]([NH:13][CH2:14][C:15]2[CH:20]=[CH:19][C:18]([Cl:21])=[CH:17][CH:16]=2)[CH2:9]1)=O)(C)(C)C.C[Si]([N:26]=[C:27]=[O:28])(C)C, predict the reaction product. (2) Given the reactants [CH3:1][N:2]1[C:10]2[C:5](=[CH:6][C:7]([C:11]([OH:13])=O)=[CH:8][CH:9]=2)[CH:4]=[N:3]1.C1N=CN(C(N2C=NC=C2)=O)C=1.[CH2:26]([O:28][C:29](=[O:34])[CH2:30]C(O)=O)[CH3:27].CCN(CC)CC.[Mg+2].[Cl-].[Cl-].[K], predict the reaction product. The product is: [CH3:1][N:2]1[C:10]2[C:5](=[CH:6][C:7]([C:11](=[O:13])[CH2:30][C:29]([O:28][CH2:26][CH3:27])=[O:34])=[CH:8][CH:9]=2)[CH:4]=[N:3]1. (3) Given the reactants [Cl:1][C:2]1[CH:7]=[CH:6][C:5]([N:8]2[C:12]([CH2:13][CH2:14][CH:15]=O)=[CH:11][C:10]([CH2:17][CH2:18][CH3:19])=[N:9]2)=[CH:4][CH:3]=1.[F:20][C:21]1[CH:26]=[CH:25][CH:24]=[CH:23][C:22]=1[N:27]1[CH2:32][CH2:31][NH:30][CH2:29][CH2:28]1.[BH-](OC(C)=O)(OC(C)=O)OC(C)=O.[Na+], predict the reaction product. The product is: [F:20][C:21]1[CH:26]=[CH:25][CH:24]=[CH:23][C:22]=1[N:27]1[CH2:32][CH2:31][N:30]([CH2:15][CH2:14][CH2:13][C:12]2[N:8]([C:5]3[CH:6]=[CH:7][C:2]([Cl:1])=[CH:3][CH:4]=3)[N:9]=[C:10]([CH2:17][CH2:18][CH3:19])[CH:11]=2)[CH2:29][CH2:28]1. (4) The product is: [Cl:26][C:27]1[CH:32]=[CH:31][C:30]([NH:33][C:34]([NH:16][C:15]2[CH:14]=[CH:13][C:12]([C:10]3[CH:9]=[CH:8][CH:7]=[C:6]([N:1]4[CH2:5][CH2:4][CH2:3][CH2:2]4)[N:11]=3)=[CH:18][CH:17]=2)=[O:35])=[CH:29][CH:28]=1. Given the reactants [N:1]1([C:6]2[N:11]=[C:10]([C:12]3[CH:18]=[CH:17][C:15]([NH2:16])=[CH:14][CH:13]=3)[CH:9]=[CH:8][CH:7]=2)[CH2:5][CH2:4][CH2:3][CH2:2]1.CCN(CC)CC.[Cl:26][C:27]1[CH:32]=[CH:31][C:30]([N:33]=[C:34]=[O:35])=[CH:29][CH:28]=1, predict the reaction product. (5) Given the reactants [CH3:1][O:2][C:3]([CH:5]1[CH:7]([CH3:8])[N:6]1[S:9]([C:12]1[CH:17]=[CH:16][C:15]([O:18][CH2:19][C:20]2[CH:25]=[CH:24][CH:23]=[CH:22][CH:21]=2)=[CH:14][CH:13]=1)(=[O:11])=[O:10])=[O:4].B(F)(F)F.[CH3:30][CH2:31][O:32]CC.[Br:35]C(O)C, predict the reaction product. The product is: [CH3:1][O:2][C:3](=[O:4])[CH:5]([NH:6][S:9]([C:12]1[CH:13]=[CH:14][C:15]([O:18][CH2:19][C:20]2[CH:25]=[CH:24][CH:23]=[CH:22][CH:21]=2)=[CH:16][CH:17]=1)(=[O:11])=[O:10])[CH:7]([O:32][CH2:31][CH2:30][Br:35])[CH3:8]. (6) Given the reactants [NH2:1][C:2]1[CH:3]=[C:4]([CH:14]=[CH:15][C:16]=1[O:17][CH3:18])[C:5]([NH:7][C:8]1[CH:13]=[CH:12][CH:11]=[CH:10][CH:9]=1)=[O:6].[Cl:19][C:20]1[CH:21]=[C:22]([S:27](Cl)(=[O:29])=[O:28])[CH:23]=[C:24]([Cl:26])[CH:25]=1, predict the reaction product. The product is: [Cl:26][C:24]1[CH:23]=[C:22]([S:27]([NH:1][C:2]2[CH:3]=[C:4]([CH:14]=[CH:15][C:16]=2[O:17][CH3:18])[C:5]([NH:7][C:8]2[CH:13]=[CH:12][CH:11]=[CH:10][CH:9]=2)=[O:6])(=[O:28])=[O:29])[CH:21]=[C:20]([Cl:19])[CH:25]=1. (7) Given the reactants [Cl:1][C:2]1[CH:7]=[CH:6][CH:5]=[CH:4][C:3]=1[N:8]1[C:12]([O:13][C:14]2[CH:19]=[CH:18][CH:17]=[CH:16][C:15]=2[NH:20][C:21](=[O:42])[NH:22][C:23]2[CH:28]=[CH:27][C:26]([CH:29]3[CH2:34][CH2:33][N:32](C(OC(C)(C)C)=O)[CH2:31][CH2:30]3)=[CH:25][CH:24]=2)=[CH:11][C:10]([CH3:43])=[N:9]1, predict the reaction product. The product is: [Cl:1][C:2]1[CH:7]=[CH:6][CH:5]=[CH:4][C:3]=1[N:8]1[C:12]([O:13][C:14]2[CH:19]=[CH:18][CH:17]=[CH:16][C:15]=2[NH:20][C:21]([NH:22][C:23]2[CH:24]=[CH:25][C:26]([CH:29]3[CH2:34][CH2:33][NH:32][CH2:31][CH2:30]3)=[CH:27][CH:28]=2)=[O:42])=[CH:11][C:10]([CH3:43])=[N:9]1. (8) Given the reactants [Cl:1][C:2]1[CH:3]=[CH:4][C:5]([O:25]CC2C=CC=CC=2)=[C:6]([C:8]2[CH2:13][CH2:12][CH2:11][CH2:10][C:9]=2[C:14]2[N:19]=[C:18]([C:20]([O:22][CH2:23][CH3:24])=[O:21])[CH:17]=[CH:16][CH:15]=2)[CH:7]=1.Br.C(=O)([O-])[O-].[K+].[K+], predict the reaction product. The product is: [Cl:1][C:2]1[CH:3]=[CH:4][C:5]([OH:25])=[C:6]([C:8]2[CH2:13][CH2:12][CH2:11][CH2:10][C:9]=2[C:14]2[N:19]=[C:18]([C:20]([O:22][CH2:23][CH3:24])=[O:21])[CH:17]=[CH:16][CH:15]=2)[CH:7]=1. (9) Given the reactants [OH:1][CH2:2][CH:3]([C:5]1[CH:12]=[CH:11][C:8]([C:9]#[N:10])=[C:7]([O:13][CH3:14])[CH:6]=1)[CH3:4].CC(OI1(OC(C)=O)(OC(C)=O)OC(=O)C2C=CC=CC1=2)=O, predict the reaction product. The product is: [CH3:14][O:13][C:7]1[CH:6]=[C:5]([CH:3]([CH3:4])[CH:2]=[O:1])[CH:12]=[CH:11][C:8]=1[C:9]#[N:10].